This data is from Full USPTO retrosynthesis dataset with 1.9M reactions from patents (1976-2016). The task is: Predict the reactants needed to synthesize the given product. Given the product [CH3:1][S:2][C:3]1[N:8]=[C:7]([CH2:9][CH2:10][C:11]2[CH:12]=[C:13]([CH:21]=[CH:22][CH:23]=2)[C:14]([O:16][C:17]([CH3:20])([CH3:19])[CH3:18])=[O:15])[C:6]([C:24]([F:25])([F:26])[F:27])=[CH:5][N:4]=1, predict the reactants needed to synthesize it. The reactants are: [CH3:1][S:2][C:3]1[N:8]=[C:7]([C:9]#[C:10][C:11]2[CH:12]=[C:13]([CH:21]=[CH:22][CH:23]=2)[C:14]([O:16][C:17]([CH3:20])([CH3:19])[CH3:18])=[O:15])[C:6]([C:24]([F:27])([F:26])[F:25])=[CH:5][N:4]=1.